Dataset: Experimentally validated miRNA-target interactions with 360,000+ pairs, plus equal number of negative samples. Task: Binary Classification. Given a miRNA mature sequence and a target amino acid sequence, predict their likelihood of interaction. The miRNA is hsa-miR-6849-3p with sequence ACCAGCCUGUGUCCACCUCCAG. The protein sequence of the target gene is MSGGGDVVCTGWLRKSPPEKKLRRYAWKKRWFILRSGRMSGDPDVLEYYKNDHSKKPLRIINLNFCEQVDAGLTFNKKELQDSFVFDIKTSERTFYLVAETEEDMNKWVQSICQICGFNQAEESTDSLRNVSSAGHGPRSSPAELSSSSQHLLRERKSSAPSHSSQPTLFTFEPPVSNHMQPTLSTSAPQEYLYLHQCISRRAENARSASFSQGTRASFLMRSDTAVQKLAQGNGHCVNGISGQVHGFYSLPKPSRHNTEFRDSTYDLPRSLASHGHTKGSLTGSETDNEDVYTFKTPSN.... Result: 1 (interaction).